From a dataset of Full USPTO retrosynthesis dataset with 1.9M reactions from patents (1976-2016). Predict the reactants needed to synthesize the given product. (1) Given the product [CH3:21][C:19]1[S:20][C:8]2[C:7]3[C:5]([C:4]([O:3][CH2:1][CH3:2])=[O:22])=[N:31][N:30]([C:27]4[CH:28]=[CH:29][C:24]([CH3:32])=[CH:25][CH:26]=4)[C:12](=[O:14])[C:11]=3[N:10]([CH3:17])[C:9]=2[CH:18]=1, predict the reactants needed to synthesize it. The reactants are: [CH2:1]([O:3][C:4](=[O:22])[C:5]([C:7]1[C:8]2[S:20][C:19]([CH3:21])=[CH:18][C:9]=2[N:10]([CH3:17])[C:11]=1[C:12]([O:14]CC)=O)=O)[CH3:2].Cl.[C:24]1([CH3:32])[CH:29]=[CH:28][C:27]([NH:30][NH2:31])=[CH:26][CH:25]=1. (2) Given the product [CH2:5]([O:8][CH2:9][C:10]1[CH:15]=[CH:14][C:13]([N+:16]([O-:18])=[O:17])=[CH:12][C:11]=1[NH:19][C:21]([NH2:22])=[NH:20])[CH:6]=[CH2:7], predict the reactants needed to synthesize it. The reactants are: [N+]([O-])(O)=O.[CH2:5]([O:8][CH2:9][C:10]1[CH:15]=[CH:14][C:13]([N+:16]([O-:18])=[O:17])=[CH:12][C:11]=1[NH2:19])[CH:6]=[CH2:7].[N:20]#[C:21][NH2:22].N. (3) Given the product [CH:33]([O:32][C:7]1[CH:6]=[C:5]([NH:4][CH:36]2[CH2:37][CH2:38][N:39]([CH3:42])[CH2:40][CH2:41]2)[CH:10]=[CH:9][C:8]=1[NH:11][C:12]1[N:13]=[CH:14][C:15]2[S:20][C:19]([C:21]([NH2:23])=[O:22])=[C:18]([C:24]3[CH:29]=[CH:28][CH:27]=[CH:26][C:25]=3[O:30][CH3:31])[C:16]=2[N:17]=1)([CH3:35])[CH3:34], predict the reactants needed to synthesize it. The reactants are: Cl.C([N:4]([CH:36]1[CH2:41][CH2:40][N:39]([CH3:42])[CH2:38][CH2:37]1)[C:5]1[CH:10]=[CH:9][C:8]([NH:11][C:12]2[N:13]=[CH:14][C:15]3[S:20][C:19]([C:21]([NH2:23])=[O:22])=[C:18]([C:24]4[CH:29]=[CH:28][CH:27]=[CH:26][C:25]=4[O:30][CH3:31])[C:16]=3[N:17]=2)=[C:7]([O:32][CH:33]([CH3:35])[CH3:34])[CH:6]=1)=O.N. (4) Given the product [CH2:18]([O:20][C:21]1[CH:22]=[C:23]([CH:24]2[C:10]([C:11]3[CH:16]=[CH:15][CH:14]=[CH:13][CH:12]=3)=[C:9]([C:6]3[CH:7]=[CH:8][C:3]([O:2][CH3:1])=[CH:4][CH:5]=3)[NH:36][C:34](=[O:35])[NH:33]2)[CH:26]=[C:27]([N+:30]([O-:32])=[O:31])[C:28]=1[OH:29])[CH3:19], predict the reactants needed to synthesize it. The reactants are: [CH3:1][O:2][C:3]1[CH:8]=[CH:7][C:6]([C:9](=O)[CH2:10][C:11]2[CH:16]=[CH:15][CH:14]=[CH:13][CH:12]=2)=[CH:5][CH:4]=1.[CH2:18]([O:20][C:21]1[CH:22]=[C:23]([CH:26]=[C:27]([N+:30]([O-:32])=[O:31])[C:28]=1[OH:29])[CH:24]=O)[CH3:19].[NH2:33][C:34]([NH2:36])=[O:35].Cl. (5) Given the product [CH3:31][CH:30]([CH3:32])[CH2:29][C@H:28]([CH2:33][N+:34]([O-:36])=[O:35])[CH2:27][C:26]([OH:37])=[O:25], predict the reactants needed to synthesize it. The reactants are: CC(C[C@H](CN)CC(O)=O)C.C(OC(=O)/C=C/CC(C)C)C.C([O:25][C:26](=[O:37])[CH2:27][CH:28]([CH2:33][N+:34]([O-:36])=[O:35])[CH2:29][CH:30]([CH3:32])[CH3:31])C. (6) Given the product [CH3:12][O:13][C:14]1[CH:15]=[CH:16][CH:20]=[CH:21][C:22]=1[Mg:1][Br:2], predict the reactants needed to synthesize it. The reactants are: [Mg:1].[Br:2]C1C=CC=CC=1OC.F[C:12](F)(F)[O:13][C:14]1[CH:15]=[C:16]2[C:20](=[CH:21][CH:22]=1)NC(=O)C2=O.[NH4+].[Cl-]. (7) Given the product [C:15]1([C@H:25]([NH:27][CH:10]2[CH2:11][CH2:12][CH2:13][CH:8]([NH:7][C:1]3[CH:6]=[CH:5][CH:4]=[CH:3][CH:2]=3)[CH2:9]2)[CH3:26])[C:24]2[C:19](=[CH:20][CH:21]=[CH:22][CH:23]=2)[CH:18]=[CH:17][CH:16]=1, predict the reactants needed to synthesize it. The reactants are: [C:1]1([NH:7][CH:8]2[CH2:13][CH2:12][CH2:11][C:10](=O)[CH2:9]2)[CH:6]=[CH:5][CH:4]=[CH:3][CH:2]=1.[C:15]1([C@H:25]([NH2:27])[CH3:26])[C:24]2[C:19](=[CH:20][CH:21]=[CH:22][CH:23]=2)[CH:18]=[CH:17][CH:16]=1. (8) Given the product [O:27]1[CH:31]=[CH:30][CH:29]=[C:28]1[C:2]1[N:26]=[C:5]2[CH:6]=[N:7][N:8]([CH2:10][C:11]3[O:15][N:14]=[C:13]([C:16]4[CH:21]=[CH:20][C:19]([O:22][CH2:23][CH2:24][CH3:25])=[CH:18][CH:17]=4)[CH:12]=3)[CH:9]=[C:4]2[N:3]=1, predict the reactants needed to synthesize it. The reactants are: Br[C:2]1[N:26]=[C:5]2[CH:6]=[N:7][N:8]([CH2:10][C:11]3[O:15][N:14]=[C:13]([C:16]4[CH:21]=[CH:20][C:19]([O:22][CH2:23][CH2:24][CH3:25])=[CH:18][CH:17]=4)[CH:12]=3)[CH:9]=[C:4]2[N:3]=1.[O:27]1[CH:31]=[CH:30][CH:29]=[C:28]1B(O)O.